This data is from Reaction yield outcomes from USPTO patents with 853,638 reactions. The task is: Predict the reaction yield, written as a fraction of the theoretical maximum amount of product (1.0 means a 100% yield; for example, 0.34 means a 34% yield). (1) The reactants are [Cl:1][C:2]1[CH:7]=[CH:6][C:5]([C:8](=O)[CH:9]([CH2:17][CH2:18][CH3:19])[C:10]([C:12]2[S:13][CH:14]=[CH:15][CH:16]=2)=O)=[CH:4][CH:3]=1.O.[NH2:22][NH2:23]. The catalyst is C(O)C. The product is [Cl:1][C:2]1[CH:7]=[CH:6][C:5]([C:8]2[C:9]([CH2:17][CH2:18][CH3:19])=[C:10]([C:12]3[S:13][CH:14]=[CH:15][CH:16]=3)[NH:23][N:22]=2)=[CH:4][CH:3]=1. The yield is 0.940. (2) The reactants are [N:1]1[CH:6]=[CH:5][C:4]([C:7](Cl)=[O:8])=[CH:3][CH:2]=1.[C:10]([C:13]1[C:14]([OH:23])=[C:15]([CH:20]=[CH:21][CH:22]=1)[C:16]([O:18][CH3:19])=[O:17])(=[O:12])[CH3:11].CCN(C(C)C)C(C)C.O. The catalyst is CC#N. The product is [C:7]([O:23][C:14]1[C:15]([C:16]([O:18][CH3:19])=[O:17])=[CH:20][CH:21]=[CH:22][C:13]=1[C:10](=[O:12])[CH3:11])(=[O:8])[C:4]1[CH:5]=[CH:6][N:1]=[CH:2][CH:3]=1. The yield is 0.830.